This data is from Forward reaction prediction with 1.9M reactions from USPTO patents (1976-2016). The task is: Predict the product of the given reaction. (1) Given the reactants [Cl:1][C:2]1[CH:23]=[CH:22][C:21]([N+:24]([O-])=O)=[CH:20][C:3]=1[O:4][CH2:5][CH2:6][CH2:7][N:8]1[CH2:13][CH2:12][N:11]([C:14]2[CH:19]=[CH:18][CH:17]=[CH:16][CH:15]=2)[CH2:10][CH2:9]1.BrC1C=CC(N)=CC=1OCCOC1C=CC=CC=1, predict the reaction product. The product is: [Cl:1][C:2]1[CH:23]=[CH:22][C:21]([NH2:24])=[CH:20][C:3]=1[O:4][CH2:5][CH2:6][CH2:7][N:8]1[CH2:9][CH2:10][N:11]([C:14]2[CH:15]=[CH:16][CH:17]=[CH:18][CH:19]=2)[CH2:12][CH2:13]1. (2) Given the reactants I([O-])(=O)(=O)=[O:2].[Na+].[CH3:7][O:8][C:9]([C:11]1[C:16]([CH2:17][CH:18]=C)=[CH:15][C:14]([CH2:20][O:21][C:22]2[CH:27]=[CH:26][CH:25]=[CH:24][CH:23]=2)=[CH:13][N:12]=1)=[O:10], predict the reaction product. The product is: [CH3:7][O:8][C:9]([C:11]1[C:16]([CH2:17][CH:18]=[O:2])=[CH:15][C:14]([CH2:20][O:21][C:22]2[CH:27]=[CH:26][CH:25]=[CH:24][CH:23]=2)=[CH:13][N:12]=1)=[O:10]. (3) Given the reactants [CH3:1][O:2][C:3](=[O:12])[C:4]1[CH:9]=[CH:8][C:7]([OH:10])=[C:6](Br)[CH:5]=1.[F:13][C:14]([F:25])([F:24])[C:15]1[CH:20]=[CH:19][C:18](B(O)O)=[CH:17][CH:16]=1.C(=O)(O)[O-].[K+].ClCCl, predict the reaction product. The product is: [CH3:1][O:2][C:3]([C:4]1[CH:5]=[C:6]([C:18]2[CH:19]=[CH:20][C:15]([C:14]([F:25])([F:24])[F:13])=[CH:16][CH:17]=2)[C:7]([OH:10])=[CH:8][CH:9]=1)=[O:12]. (4) Given the reactants [Br:1][C:2]1[CH:11]=[CH:10][C:9]([F:12])=[C:8]2[C:3]=1[CH:4]=[C:5]([OH:13])[N:6]=[CH:7]2.C(N(CC)CC)C.[F:21][C:22]([F:35])([F:34])[S:23](O[S:23]([C:22]([F:35])([F:34])[F:21])(=[O:25])=[O:24])(=[O:25])=[O:24], predict the reaction product. The product is: [Br:1][C:2]1[CH:11]=[CH:10][C:9]([F:12])=[C:8]2[C:3]=1[CH:4]=[C:5]([O:13][S:23]([C:22]([F:35])([F:34])[F:21])(=[O:25])=[O:24])[N:6]=[CH:7]2. (5) Given the reactants Br[C:2]1[C:3]([N+:13]([O-:15])=[O:14])=[N:4][N:5]([CH:7]2[CH2:12][CH2:11][CH2:10][CH2:9][O:8]2)[CH:6]=1.C(=O)([O-])[O-].[K+].[K+].[OH:22][C:23]1[CH:28]=[CH:27][C:26]([C:29]([F:32])([F:31])[F:30])=[CH:25][C:24]=1B(O)O, predict the reaction product. The product is: [N+:13]([C:3]1[C:2]([C:24]2[CH:25]=[C:26]([C:29]([F:32])([F:31])[F:30])[CH:27]=[CH:28][C:23]=2[OH:22])=[CH:6][N:5]([CH:7]2[CH2:12][CH2:11][CH2:10][CH2:9][O:8]2)[N:4]=1)([O-:15])=[O:14]. (6) Given the reactants [CH2:1]([O:3][C:4](=[O:23])[C:5]1[CH:10]=[CH:9][C:8]([N:11]2[C:19]3[C:14](=[CH:15][CH:16]=[C:17]([N+:20]([O-:22])=[O:21])[CH:18]=3)[CH:13]=[CH:12]2)=[CH:7][CH:6]=1)[CH3:2].P(Cl)(Cl)(Cl)=O.[OH-].[Na+].Cl.CN(C)[CH:34]=[O:35], predict the reaction product. The product is: [CH2:1]([O:3][C:4](=[O:23])[C:5]1[CH:6]=[CH:7][C:8]([N:11]2[C:19]3[C:14](=[CH:15][CH:16]=[C:17]([N+:20]([O-:22])=[O:21])[CH:18]=3)[C:13]([CH:34]=[O:35])=[CH:12]2)=[CH:9][CH:10]=1)[CH3:2].